From a dataset of Catalyst prediction with 721,799 reactions and 888 catalyst types from USPTO. Predict which catalyst facilitates the given reaction. (1) Reactant: CON(C)[C:4]([C:6]1[C:14]2[C:9](=[CH:10][CH:11]=[CH:12][CH:13]=2)[NH:8][N:7]=1)=[O:5].[CH3:16][Mg]Br.O.[Cl-].[NH4+]. The catalyst class is: 7. Product: [NH:8]1[C:9]2[C:14](=[CH:13][CH:12]=[CH:11][CH:10]=2)[C:6]([C:4](=[O:5])[CH3:16])=[N:7]1. (2) Reactant: O[C:2]1([C:30]2[C:39]3[C:34](=[CH:35][CH:36]=[CH:37][CH:38]=3)[CH:33]=[CH:32][CH:31]=2)[C:6]2[C:7]([CH3:27])=[C:8]([N:13]3[CH2:18][CH2:17][N:16]([C:19]4[CH:24]=[CH:23][C:22]([O:25][CH3:26])=[CH:21][CH:20]=4)[CH2:15][CH2:14]3)[C:9]([CH3:12])=[C:10]([CH3:11])[C:5]=2[O:4][C:3]1([CH3:29])[CH3:28]. Product: [CH3:28][C:3]1([CH3:29])[CH:2]([C:30]2[C:39]3[C:34](=[CH:35][CH:36]=[CH:37][CH:38]=3)[CH:33]=[CH:32][CH:31]=2)[C:6]2[C:7]([CH3:27])=[C:8]([N:13]3[CH2:14][CH2:15][N:16]([C:19]4[CH:20]=[CH:21][C:22]([O:25][CH3:26])=[CH:23][CH:24]=4)[CH2:17][CH2:18]3)[C:9]([CH3:12])=[C:10]([CH3:11])[C:5]=2[O:4]1. The catalyst class is: 8. (3) Reactant: [CH3:1][C:2]1[N:6]=[C:5]([CH3:7])[S:4][C:3]=1/[CH:8]=[CH:9]/[C:10](N(C)C)=O.[CH3:15][O:16][C:17]1[CH:18]=[C:19]([NH:25][C:26]([NH2:28])=[NH:27])[CH:20]=[C:21]([O:23][CH3:24])[CH:22]=1. Product: [CH3:15][O:16][C:17]1[CH:18]=[C:19]([NH:25][C:26]2[N:28]=[C:8]([C:3]3[S:4][C:5]([CH3:7])=[N:6][C:2]=3[CH3:1])[CH:9]=[CH:10][N:27]=2)[CH:20]=[C:21]([O:23][CH3:24])[CH:22]=1. The catalyst class is: 23. (4) Reactant: [C:1]([O-:6])(=O)[CH:2]([CH3:4])[OH:3].C([O-])(=O)CCC([O-])=[O:11].C([O-])(=O)C.[CH:19]([O-:21])=O.C([O-])(=O)/C=C/C([O-])=O.C(O)=O.[C:33](O)(=[O:37])[C:34](C)=[O:35]. Product: [O:35]=[CH:34][C@@H:33]([C@H:19]([C@@H:4]([C@@H:2]([CH2:1][OH:6])[OH:3])[OH:11])[OH:21])[OH:37]. The catalyst class is: 8. (5) Reactant: [CH2:1]([O:3][C:4](=[O:19])/[CH:5]=[C:6](/[C:10]1[CH:15]=[C:14]([CH3:16])[CH:13]=[CH:12][C:11]=1[O:17][CH3:18])\[CH:7]([CH3:9])[CH3:8])[CH3:2]. Product: [CH3:18][O:17][C:11]1[CH:12]=[CH:13][C:14]([CH3:16])=[CH:15][C:10]=1[CH:6]([CH:7]([CH3:8])[CH3:9])[CH2:5][C:4]([O:3][CH2:1][CH3:2])=[O:19]. The catalyst class is: 50. (6) Reactant: C(OC([N:8]1[CH2:13][CH2:12][N:11]([C:14]2[N:19]=[C:18]([C:20]3[CH:25]=[CH:24][N:23]=[C:22]([NH:26][CH:27]4[CH2:32][CH2:31][CH2:30][CH2:29][CH2:28]4)[CH:21]=3)[C:17]([C:33]3[CH:38]=[CH:37][C:36]([F:39])=[CH:35][CH:34]=3)=[CH:16][CH:15]=2)[CH2:10][CH2:9]1)=O)(C)(C)C.C(O)(C(F)(F)F)=O. Product: [CH:27]1([NH:26][C:22]2[CH:21]=[C:20]([C:18]3[C:17]([C:33]4[CH:38]=[CH:37][C:36]([F:39])=[CH:35][CH:34]=4)=[CH:16][CH:15]=[C:14]([N:11]4[CH2:12][CH2:13][NH:8][CH2:9][CH2:10]4)[N:19]=3)[CH:25]=[CH:24][N:23]=2)[CH2:32][CH2:31][CH2:30][CH2:29][CH2:28]1.[CH:27]1([NH:26][C:22]2[CH:21]=[C:20]([C:18]3[CH:17]=[CH:16][CH:15]=[C:14]([N:11]4[CH2:12][CH2:13][NH:8][CH2:9][CH2:10]4)[N:19]=3)[CH:25]=[CH:24][N:23]=2)[CH2:32][CH2:31][CH2:30][CH2:29][CH2:28]1. The catalyst class is: 2. (7) Reactant: Cl.[CH3:2][CH:3]([NH2:13])[C:4]1[CH:9]=[CH:8][C:7]([N+:10]([O-:12])=[O:11])=[CH:6][CH:5]=1.C(N(CC)CC)C.[C:21](O[C:21]([O:23][C:24]([CH3:27])([CH3:26])[CH3:25])=[O:22])([O:23][C:24]([CH3:27])([CH3:26])[CH3:25])=[O:22]. Product: [N+:10]([C:7]1[CH:6]=[CH:5][C:4]([C@@H:3]([NH:13][C:21](=[O:22])[O:23][C:24]([CH3:27])([CH3:26])[CH3:25])[CH3:2])=[CH:9][CH:8]=1)([O-:12])=[O:11]. The catalyst class is: 1.